This data is from M1 muscarinic receptor agonist screen with 61,833 compounds. The task is: Binary Classification. Given a drug SMILES string, predict its activity (active/inactive) in a high-throughput screening assay against a specified biological target. The compound is S(=O)(=O)(N1CCOCC1)c1ccc(cc1)CCC(OCC(=O)/C(=c1\[nH]c2c([nH]1)cccc2)C#N)=O. The result is 0 (inactive).